Dataset: Full USPTO retrosynthesis dataset with 1.9M reactions from patents (1976-2016). Task: Predict the reactants needed to synthesize the given product. The reactants are: C[O:2][C:3](=[O:30])[CH2:4][O:5][C:6]1[CH:15]=[CH:14][C:13]([Cl:16])=[C:12]2[C:7]=1[C:8]([CH3:29])=[C:9]([CH2:18][C:19]1[CH:24]=[CH:23][C:22]([S:25]([CH3:28])(=[O:27])=[O:26])=[CH:21][CH:20]=1)[C:10]([CH3:17])=[N:11]2.CO.O.[OH-].[Li+]. Given the product [Cl:16][C:13]1[CH:14]=[CH:15][C:6]([O:5][CH2:4][C:3]([OH:30])=[O:2])=[C:7]2[C:12]=1[N:11]=[C:10]([CH3:17])[C:9]([CH2:18][C:19]1[CH:20]=[CH:21][C:22]([S:25]([CH3:28])(=[O:26])=[O:27])=[CH:23][CH:24]=1)=[C:8]2[CH3:29], predict the reactants needed to synthesize it.